Dataset: Catalyst prediction with 721,799 reactions and 888 catalyst types from USPTO. Task: Predict which catalyst facilitates the given reaction. (1) Reactant: [CH2:1]([CH:3]([CH2:6][CH2:7][CH2:8][CH3:9])[CH2:4][OH:5])[CH3:2].[S:10](Cl)([C:13]1[CH:19]=[CH:18][C:16]([CH3:17])=[CH:15][CH:14]=1)(=[O:12])=[O:11].Cl. Product: [S:10]([C:13]1[CH:19]=[CH:18][C:16]([CH3:17])=[CH:15][CH:14]=1)([O:5][CH2:4][CH:3]([CH2:1][CH3:2])[CH2:6][CH2:7][CH2:8][CH3:9])(=[O:12])=[O:11]. The catalyst class is: 17. (2) Reactant: [O:1]=[C:2]1[N:6]([CH:7]2[CH2:12][CH2:11][N:10]([C:13]3([C:19]#N)[CH2:18][CH2:17][O:16][CH2:15][CH2:14]3)[CH2:9][CH2:8]2)[C:5]2[CH:21]=[C:22]([O:25][C:26]([F:29])([F:28])[F:27])[CH:23]=[CH:24][C:4]=2[NH:3]1.C[Mg]Br.[Cl-].[NH4+].[Cl:35]CCl. Product: [ClH:35].[CH3:19][C:13]1([N:10]2[CH2:9][CH2:8][CH:7]([N:6]3[C:5]4[CH:21]=[C:22]([O:25][C:26]([F:27])([F:29])[F:28])[CH:23]=[CH:24][C:4]=4[NH:3][C:2]3=[O:1])[CH2:12][CH2:11]2)[CH2:14][CH2:15][O:16][CH2:17][CH2:18]1. The catalyst class is: 30.